From a dataset of Forward reaction prediction with 1.9M reactions from USPTO patents (1976-2016). Predict the product of the given reaction. (1) Given the reactants [NH2:1][CH2:2][CH:3]1[CH2:8][CH2:7][C:6]2[C:9]3[C:14]([NH:15][C:16]4[CH:17]=[C:18]5[C:22](=[CH:23][CH:24]=4)[NH:21][N:20]=[CH:19]5)=[N:13][CH:12]=[N:11][C:10]=3[S:25][C:5]=2[CH2:4]1.[OH:26][C:27]([CH3:32])([CH3:31])[C:28](O)=[O:29], predict the reaction product. The product is: [OH:26][C:27]([CH3:32])([CH3:31])[C:28]([NH:1][CH2:2][CH:3]1[CH2:8][CH2:7][C:6]2[C:9]3[C:14]([NH:15][C:16]4[CH:17]=[C:18]5[C:22](=[CH:23][CH:24]=4)[NH:21][N:20]=[CH:19]5)=[N:13][CH:12]=[N:11][C:10]=3[S:25][C:5]=2[CH2:4]1)=[O:29]. (2) Given the reactants [F:1][C:2]1[CH:7]=[CH:6][C:5]([C:8]2[O:9][C:10]3[CH:20]=[C:19]([N:21]([CH3:26])[S:22]([CH3:25])(=[O:24])=[O:23])[C:18]([C:27]4[CH2:31][N:30]([C:32]([O:34][C:35]([CH3:38])([CH3:37])[CH3:36])=[O:33])[C@H:29]([C:39]([O:41][CH3:42])=[O:40])[CH:28]=4)=[CH:17][C:11]=3[C:12]=2[C:13](=[O:16])[NH:14][CH3:15])=[CH:4][CH:3]=1, predict the reaction product. The product is: [F:1][C:2]1[CH:7]=[CH:6][C:5]([C:8]2[O:9][C:10]3[CH:20]=[C:19]([N:21]([CH3:26])[S:22]([CH3:25])(=[O:24])=[O:23])[C:18]([CH:27]4[CH2:31][N:30]([C:32]([O:34][C:35]([CH3:37])([CH3:38])[CH3:36])=[O:33])[C@H:29]([C:39]([O:41][CH3:42])=[O:40])[CH2:28]4)=[CH:17][C:11]=3[C:12]=2[C:13](=[O:16])[NH:14][CH3:15])=[CH:4][CH:3]=1. (3) Given the reactants CO[C:3](=[O:22])[C:4]([C:6]1[C:16]2=[C:17]3[C:12](=[CH:13][CH:14]=[CH:15]2)C(OC(=O)C)CC[N:8]3[CH:7]=1)=O.[NH:23]1[C:31]2[C:26](=[CH:27][CH:28]=[CH:29][CH:30]=2)[C:25]([CH2:32][C:33]([NH2:35])=[O:34])=[CH:24]1.CC(C)([O-])C.[K+].Cl.[O:43]1C[CH2:46][CH2:45][CH2:44]1, predict the reaction product. The product is: [OH:43][CH:44]1[C:16]2[C:17]3=[C:12]([C:6]([C:4]4[C:3](=[O:22])[NH:35][C:33](=[O:34])[C:32]=4[C:25]4[C:26]5[C:31](=[CH:30][CH:29]=[CH:28][CH:27]=5)[NH:23][CH:24]=4)=[CH:7][N:8]3[CH2:46][CH2:45]1)[CH:13]=[CH:14][CH:15]=2. (4) Given the reactants Cl.[Cl:2][C:3]1[CH:8]=[CH:7][C:6]([CH:9]([NH:14]C(=O)OC(C)(C)C)[CH2:10][CH2:11][O:12][CH3:13])=[CH:5][CH:4]=1, predict the reaction product. The product is: [Cl:2][C:3]1[CH:4]=[CH:5][C:6]([CH:9]([NH2:14])[CH2:10][CH2:11][O:12][CH3:13])=[CH:7][CH:8]=1.